From a dataset of Reaction yield outcomes from USPTO patents with 853,638 reactions. Predict the reaction yield, written as a fraction of the theoretical maximum amount of product (1.0 means a 100% yield; for example, 0.34 means a 34% yield). (1) The reactants are [C:1]([C:3]1[CH:4]=[C:5]([CH2:10][C:11]([O:13][C:14]([CH3:17])([CH3:16])[CH3:15])=[O:12])[CH:6]=[CH:7][C:8]=1F)#[N:2].[OH:18][C:19]1[CH:28]=[CH:27][C:22]([C:23]([O:25][CH3:26])=[O:24])=[CH:21][CH:20]=1.C([O-])([O-])=O.[K+].[K+].CS(C)=O. The catalyst is O.CCOC(C)=O. The product is [C:14]([O:13][C:11](=[O:12])[CH2:10][C:5]1[CH:6]=[CH:7][C:8]([O:18][C:19]2[CH:20]=[CH:21][C:22]([C:23]([O:25][CH3:26])=[O:24])=[CH:27][CH:28]=2)=[C:3]([C:1]#[N:2])[CH:4]=1)([CH3:17])([CH3:16])[CH3:15]. The yield is 0.790. (2) The reactants are CCN=C=NCCCN(C)C.[Cl:12][C:13]1[CH:14]=[C:15]2[C:20](=[CH:21][CH:22]=1)[CH:19]=[C:18]([S:23]([CH2:26][CH2:27][C:28]([N:30]1[CH2:35][CH2:34][CH:33]([NH2:36])[CH2:32][CH2:31]1)=[O:29])(=[O:25])=[O:24])[CH:17]=[CH:16]2.[NH:37]1[CH:41]=[C:40]([C:42](O)=[O:43])[N:39]=[CH:38]1.C1C=CC2N(O)N=NC=2C=1.C(=O)([O-])[O-].[K+].[K+]. The catalyst is ClCCl. The product is [Cl:12][C:13]1[CH:14]=[C:15]2[C:20](=[CH:21][CH:22]=1)[CH:19]=[C:18]([S:23]([CH2:26][CH2:27][C:28]([N:30]1[CH2:35][CH2:34][CH:33]([NH:36][C:42]([C:40]3[N:39]=[CH:38][NH:37][CH:41]=3)=[O:43])[CH2:32][CH2:31]1)=[O:29])(=[O:25])=[O:24])[CH:17]=[CH:16]2. The yield is 0.130. (3) The reactants are [Cl:1][C:2]1[CH:7]=[CH:6][C:5]([C:8](=O)[CH2:9][C:10](=O)[C:11]([F:14])([F:13])[F:12])=[CH:4][CH:3]=1.[NH2:17][C:18]1[C:22]([C:23]2[CH:28]=[CH:27][N:26]=[CH:25][CH:24]=2)=[CH:21][NH:20][N:19]=1. No catalyst specified. The product is [Cl:1][C:2]1[CH:7]=[CH:6][C:5]([C:8]2[CH:9]=[C:10]([C:11]([F:14])([F:13])[F:12])[N:19]3[N:20]=[CH:21][C:22]([C:23]4[CH:28]=[CH:27][N:26]=[CH:25][CH:24]=4)=[C:18]3[N:17]=2)=[CH:4][CH:3]=1. The yield is 0.720. (4) The reactants are Br[C:2]1[C:3]([CH3:30])=[C:4]([CH:27]=[CH:28][CH:29]=1)[CH2:5][N:6]([C:21](=[O:26])[C:22]([F:25])([F:24])[F:23])[C:7]1[CH:20]=[CH:19][C:10]2[C@H:11]([CH2:14][C:15]([O:17][CH3:18])=[O:16])[CH2:12][O:13][C:9]=2[CH:8]=1.[F:31][C:32]1[CH:33]=[CH:34][C:35]([NH2:38])=[N:36][CH:37]=1.C(=O)([O-])[O-].[Cs+].[Cs+].C1(P(C2C=CC=CC=2)C2C3OC4C(=CC=CC=4P(C4C=CC=CC=4)C4C=CC=CC=4)C(C)(C)C=3C=CC=2)C=CC=CC=1. The catalyst is C1(C)C=CC=CC=1.C1C=CC(/C=C/C(/C=C/C2C=CC=CC=2)=O)=CC=1.C1C=CC(/C=C/C(/C=C/C2C=CC=CC=2)=O)=CC=1.C1C=CC(/C=C/C(/C=C/C2C=CC=CC=2)=O)=CC=1.[Pd].[Pd].C(#N)C.O. The product is [F:31][C:32]1[CH:33]=[CH:34][C:35]([NH:38][C:2]2[C:3]([CH3:30])=[C:4]([CH:27]=[CH:28][CH:29]=2)[CH2:5][N:6]([C:21](=[O:26])[C:22]([F:25])([F:24])[F:23])[C:7]2[CH:20]=[CH:19][C:10]3[C@H:11]([CH2:14][C:15]([O:17][CH3:18])=[O:16])[CH2:12][O:13][C:9]=3[CH:8]=2)=[N:36][CH:37]=1. The yield is 0.600. (5) The reactants are [C:1]([O:5][C@@H:6]([C:12]1[C:40]([CH3:41])=[N:39][C:38]2=[CH:42][C:35]3=[N:36][N:37]2[C:13]=1[N:14]1[CH2:45][CH2:44][C:17]([CH3:46])([O:18][CH2:19][CH2:20][CH2:21][CH2:22][O:23][C:24]2[CH:25]=[CH:26][CH:27]=[CH:28][C:29]=2[CH2:30][C:31]2[O:43][C:34]3=[N:33][CH:32]=2)[CH2:16][CH2:15]1)[C:7]([O:9]CC)=[O:8])([CH3:4])([CH3:3])[CH3:2].[OH-].[Na+]. The catalyst is CO. The product is [C:1]([O:5][C@@H:6]([C:12]1[C:40]([CH3:41])=[N:39][C:38]2=[CH:42][C:35]3=[N:36][N:37]2[C:13]=1[N:14]1[CH2:15][CH2:16][C:17]([CH3:46])([O:18][CH2:19][CH2:20][CH2:21][CH2:22][O:23][C:24]2[CH:25]=[CH:26][CH:27]=[CH:28][C:29]=2[CH2:30][C:31]2[O:43][C:34]3=[N:33][CH:32]=2)[CH2:44][CH2:45]1)[C:7]([OH:9])=[O:8])([CH3:4])([CH3:2])[CH3:3]. The yield is 0.770. (6) The reactants are Br[C:2]1[CH:3]=[N:4][CH:5]=[N:6][CH:7]=1.[Li]CCCC.[Br:13][C:14]1[CH:15]=[CH:16][C:17]([C:20]([F:32])([F:31])[C:21]([C:23]2[CH:28]=[CH:27][C:26]([F:29])=[CH:25][C:24]=2[F:30])=[O:22])=[N:18][CH:19]=1. The catalyst is CCOCC. The product is [Br:13][C:14]1[CH:15]=[CH:16][C:17]([C:20]([F:31])([F:32])[C:21]([C:23]2[CH:28]=[CH:27][C:26]([F:29])=[CH:25][C:24]=2[F:30])([C:2]2[CH:3]=[N:4][CH:5]=[N:6][CH:7]=2)[OH:22])=[N:18][CH:19]=1. The yield is 0.133. (7) The reactants are [F:1][C:2]([F:13])([F:12])[C:3]1[C:7]([C:8]([OH:11])([CH3:10])[CH3:9])=[CH:6][NH:5][N:4]=1.CC(C)([O-])C.[K+].Cl[CH2:21][C:22]1[NH:23][C:24](=[O:32])[C:25]2[CH:30]=[C:29]([CH3:31])[S:28][C:26]=2[N:27]=1. The catalyst is C1COCC1. The product is [OH:11][C:8]([C:7]1[C:3]([C:2]([F:1])([F:12])[F:13])=[N:4][N:5]([CH2:21][C:22]2[NH:23][C:24](=[O:32])[C:25]3[CH:30]=[C:29]([CH3:31])[S:28][C:26]=3[N:27]=2)[CH:6]=1)([CH3:9])[CH3:10]. The yield is 0.0400. (8) The reactants are C([O:3][C:4](=[O:30])[CH2:5][C@H:6]1[C:14]2[C:9](=[CH:10][C:11]([O:15][CH2:16][CH2:17][C:18]3[O:22][C:21]([C:23]4[CH:28]=[CH:27][CH:26]=[CH:25][CH:24]=4)=[N:20][C:19]=3[CH3:29])=[CH:12][CH:13]=2)[CH2:8][CH2:7]1)C.[Li+].[OH-].O.Cl. The catalyst is CCO.C1COCC1. The product is [CH3:29][C:19]1[N:20]=[C:21]([C:23]2[CH:24]=[CH:25][CH:26]=[CH:27][CH:28]=2)[O:22][C:18]=1[CH2:17][CH2:16][O:15][C:11]1[CH:10]=[C:9]2[C:14](=[CH:13][CH:12]=1)[C@H:6]([CH2:5][C:4]([OH:30])=[O:3])[CH2:7][CH2:8]2. The yield is 0.306.